From a dataset of Peptide-MHC class I binding affinity with 185,985 pairs from IEDB/IMGT. Regression. Given a peptide amino acid sequence and an MHC pseudo amino acid sequence, predict their binding affinity value. This is MHC class I binding data. (1) The MHC is HLA-A68:01 with pseudo-sequence HLA-A68:01. The peptide sequence is DTIGVLEQGK. The binding affinity (normalized) is 0.734. (2) The peptide sequence is HSNLNDATY. The MHC is HLA-B57:01 with pseudo-sequence HLA-B57:01. The binding affinity (normalized) is 0.447.